Predict the product of the given reaction. From a dataset of Forward reaction prediction with 1.9M reactions from USPTO patents (1976-2016). (1) The product is: [CH3:1][O:2][C:3]([C:5]1[S:6][C:7]([Br:17])=[CH:8][C:9]=1[NH2:10])=[O:4]. Given the reactants [CH3:1][O:2][C:3]([C:5]1[S:6][C:7]([Br:17])=[CH:8][C:9]=1[NH:10]C(=O)C(F)(F)F)=[O:4].C([O-])([O-])=O.[K+].[K+], predict the reaction product. (2) Given the reactants [Br:1][C:2]1[CH:7]=[CH:6][C:5]([F:8])=[CH:4][C:3]=1[C:9]1[NH:13][N:12]=[N:11][N:10]=1.IC.[C:16](=O)([O-])[O-].[K+].[K+], predict the reaction product. The product is: [Br:1][C:2]1[CH:7]=[CH:6][C:5]([F:8])=[CH:4][C:3]=1[C:9]1[N:10]=[N:11][N:12]([CH3:16])[N:13]=1.